This data is from CYP3A4 inhibition data for predicting drug metabolism from PubChem BioAssay. The task is: Regression/Classification. Given a drug SMILES string, predict its absorption, distribution, metabolism, or excretion properties. Task type varies by dataset: regression for continuous measurements (e.g., permeability, clearance, half-life) or binary classification for categorical outcomes (e.g., BBB penetration, CYP inhibition). Dataset: cyp3a4_veith. (1) The molecule is CC(=O)S[C@H]1CC2=CC(=O)CC[C@@]2(C)[C@H]2CC[C@@]3(C)[C@H](CC[C@]34CCC(=O)O4)[C@@H]12. The result is 0 (non-inhibitor). (2) The drug is O=c1nc(-c2ccccc2)cn[nH]1. The result is 0 (non-inhibitor). (3) The compound is COc1ccc2c(C)cc(SCC(=O)c3ccc4c(c3)OCO4)nc2c1. The result is 1 (inhibitor). (4) The drug is O=C(Nc1nc2c(s1)CN(Cc1ccccc1)CC2)c1cccc(S(=O)(=O)N2CCc3ccccc32)c1. The result is 1 (inhibitor). (5) The molecule is Cc1ccc(-c2cc(C(=O)NN=C3CCCC3)c3ccccc3n2)cc1. The result is 1 (inhibitor). (6) The compound is COc1ccc2cc3cc(C(=O)NCCc4ccc(OC)c(OC)c4)oc3nc2c1. The result is 1 (inhibitor).